From a dataset of Forward reaction prediction with 1.9M reactions from USPTO patents (1976-2016). Predict the product of the given reaction. (1) Given the reactants [CH2:1]([O:8][C:9]1[CH:17]=[CH:16][C:12]([C:13]([OH:15])=O)=[CH:11][CH:10]=1)[C:2]1[CH:7]=[CH:6][CH:5]=[CH:4][CH:3]=1.[NH2:18][N:19]1[CH2:24][CH2:23][O:22][CH2:21][CH2:20]1.Cl.CN(C)CCCN=C=NCC.O.ON1C2C=CC=CC=2N=N1, predict the reaction product. The product is: [N:19]1([NH:18][C:13](=[O:15])[C:12]2[CH:11]=[CH:10][C:9]([O:8][CH2:1][C:2]3[CH:3]=[CH:4][CH:5]=[CH:6][CH:7]=3)=[CH:17][CH:16]=2)[CH2:24][CH2:23][O:22][CH2:21][CH2:20]1. (2) Given the reactants [NH2:1][C@H:2]([C:7]([O:9]C)=[O:8])CC([O-])=O.[C:11]([O-])([O-])=[O:12].[Na+].[Na+].[C:17]1([CH2:23][CH2:24][C:25](Cl)=[O:26])[CH:22]=[CH:21][CH:20]=[CH:19][CH:18]=1.Cl.C[C:30]([CH3:32])=[O:31], predict the reaction product. The product is: [CH3:11][O:12][C:30](=[O:31])[CH2:32][CH:2]([NH:1][C:25](=[O:26])[CH2:24][CH2:23][C:17]1[CH:22]=[CH:21][CH:20]=[CH:19][CH:18]=1)[C:7]([OH:9])=[O:8]. (3) Given the reactants [CH2:1]([O:3][C:4](=[O:13])[C:5]1[CH:10]=[C:9]([F:11])[CH:8]=[CH:7][C:6]=1[SH:12])[CH3:2].F[C:15]1[CH:20]=[CH:19][CH:18]=[CH:17][C:16]=1[N+:21]([O-:23])=[O:22], predict the reaction product. The product is: [CH2:1]([O:3][C:4](=[O:13])[C:5]1[CH:10]=[C:9]([F:11])[CH:8]=[CH:7][C:6]=1[S:12][C:15]1[CH:20]=[CH:19][CH:18]=[CH:17][C:16]=1[N+:21]([O-:23])=[O:22])[CH3:2].